From a dataset of Catalyst prediction with 721,799 reactions and 888 catalyst types from USPTO. Predict which catalyst facilitates the given reaction. (1) Reactant: [C:1]1([CH3:12])[CH:6]=[CH:5][C:4]([NH:7][N:8]=[C:9]([Br:11])Br)=[CH:3][CH:2]=1.[C:13]([O:17][CH2:18][CH3:19])(=[O:16])[C:14]#[CH:15].C(N(CC)CC)C. Product: [Br:11][C:9]1[CH:15]=[C:14]([C:13]([O:17][CH2:18][CH3:19])=[O:16])[N:7]([C:4]2[CH:3]=[CH:2][C:1]([CH3:12])=[CH:6][CH:5]=2)[N:8]=1. The catalyst class is: 3. (2) Reactant: [NH2:1][C:2]1[CH:14]=[C:13]([O:15][CH2:16][C@@H:17]2[CH2:21][CH2:20][CH2:19][N:18]2[CH3:22])[CH:12]=[CH:11][C:3]=1[C:4]([O:6][C:7]([CH3:10])([CH3:9])[CH3:8])=[O:5].[O:23]1[CH2:28][CH2:27][C:26](=O)[CH2:25][CH2:24]1.C(O)(C(F)(F)F)=O. Product: [CH3:22][N:18]1[CH2:19][CH2:20][CH2:21][C@H:17]1[CH2:16][O:15][C:13]1[CH:12]=[CH:11][C:3]([C:4]([O:6][C:7]([CH3:9])([CH3:8])[CH3:10])=[O:5])=[C:2]([NH:1][CH:26]2[CH2:27][CH2:28][O:23][CH2:24][CH2:25]2)[CH:14]=1. The catalyst class is: 2. (3) Reactant: [CH3:1][C:2]1[N:3]=[C:4]([C:9]2[CH:14]=[CH:13][C:12]([C:15]([F:18])([F:17])[F:16])=[CH:11][CH:10]=2)[S:5][C:6]=1[CH2:7]O.C(N(CC)CC)C.CS([Cl:30])(=O)=O. Product: [Cl:30][CH2:7][C:6]1[S:5][C:4]([C:9]2[CH:14]=[CH:13][C:12]([C:15]([F:18])([F:17])[F:16])=[CH:11][CH:10]=2)=[N:3][C:2]=1[CH3:1]. The catalyst class is: 2. (4) Reactant: C[O:2][C:3]([C:5]1[O:6][C:7]([N+:10]([O-])=O)=[CH:8][CH:9]=1)=[O:4]. Product: [NH2:10][C:7]1[O:6][C:5]([C:3]([OH:4])=[O:2])=[CH:9][CH:8]=1. The catalyst class is: 78. (5) Reactant: [C:1]([O:5][C:6](=[O:34])[NH:7][C@H:8]([C:26]([N:28]1[CH2:32][CH2:31][C@H:30]([F:33])[CH2:29]1)=[O:27])[C@H:9]([CH:11]1[CH2:16][CH2:15][CH:14]([N:17](CC2C=CC=CC=2)[CH3:18])[CH2:13][CH2:12]1)[CH3:10])([CH3:4])([CH3:3])[CH3:2].[H][H]. Product: [C:1]([O:5][C:6](=[O:34])[NH:7][C@H:8]([C:26]([N:28]1[CH2:32][CH2:31][C@H:30]([F:33])[CH2:29]1)=[O:27])[C@H:9]([CH:11]1[CH2:16][CH2:15][CH:14]([NH:17][CH3:18])[CH2:13][CH2:12]1)[CH3:10])([CH3:2])([CH3:3])[CH3:4]. The catalyst class is: 293. (6) The catalyst class is: 4. Product: [Cl:37][C:38]1[CH:43]=[C:42]2[C:41](=[CH:40][CH:39]=1)[O:3][C:4]1([CH2:5][CH2:6][CH2:7]1)[CH2:9][CH:10]2[NH:12][C:23](=[O:25])[CH2:22][C:17]1[CH:18]=[CH:19][CH:20]=[CH:21][C:16]=1[O:15][CH3:14]. Reactant: CC1(C)C[CH:10]([NH2:12])[C:9]2[C:4](=[CH:5][CH:6]=[CH:7]C=2)[O:3]1.[CH3:14][O:15][C:16]1[CH:21]=[CH:20][CH:19]=[CH:18][C:17]=1[CH2:22][C:23]([OH:25])=O.CCN=C=NCCCN(C)C.[ClH:37].[CH:38]1[CH:39]=[CH:40][C:41]2N(O)N=N[C:42]=2[CH:43]=1.C(N(CC)CC)C. (7) Product: [Si:1]([O:8][CH2:9][C:10]1[CH:19]=[CH:18][C:13]([C:14]([O:16][CH3:17])=[O:15])=[CH:12][C:11]=1[N:20]([CH:21]=[O:22])[CH3:27])([C:4]([CH3:6])([CH3:7])[CH3:5])([CH3:3])[CH3:2]. The catalyst class is: 9. Reactant: [Si:1]([O:8][CH2:9][C:10]1[CH:19]=[CH:18][C:13]([C:14]([O:16][CH3:17])=[O:15])=[CH:12][C:11]=1[NH:20][CH:21]=[O:22])([C:4]([CH3:7])([CH3:6])[CH3:5])([CH3:3])[CH3:2].[H-].[Na+].CI.[C:27](=O)(O)[O-].[Na+].